The task is: Predict the reactants needed to synthesize the given product.. This data is from Full USPTO retrosynthesis dataset with 1.9M reactions from patents (1976-2016). (1) The reactants are: C(OC(=O)[NH:7][C:8]1[CH:13]=[C:12]([N:14]([CH3:16])[CH3:15])[C:11]([C:17]([F:20])([F:19])[F:18])=[CH:10][C:9]=1[NH:21][C:22](=[O:38])[CH2:23][C:24](=O)[C:25]1[CH:30]=[CH:29][CH:28]=[C:27]([C:31]2[CH:32]=[N:33][CH:34]=[CH:35][CH:36]=2)[CH:26]=1)(C)(C)C.C(O)(C(F)(F)F)=O. Given the product [CH3:15][N:14]([CH3:16])[C:12]1[C:11]([C:17]([F:18])([F:20])[F:19])=[CH:10][C:9]2[NH:21][C:22](=[O:38])[CH2:23][C:24]([C:25]3[CH:30]=[CH:29][CH:28]=[C:27]([C:31]4[CH:32]=[N:33][CH:34]=[CH:35][CH:36]=4)[CH:26]=3)=[N:7][C:8]=2[CH:13]=1, predict the reactants needed to synthesize it. (2) Given the product [Cl:1][C:2]1[CH:10]=[CH:9][CH:8]=[C:7]2[C:3]=1[CH:4]=[CH:5][N:6]2[CH2:11][C:12]1[NH:13][C:14](=[S:30])[NH:15][CH:16]=1, predict the reactants needed to synthesize it. The reactants are: [Cl:1][C:2]1[CH:10]=[CH:9][CH:8]=[C:7]2[C:3]=1[CH:4]=[CH:5][N:6]2[CH2:11][C:12]1[NH:13][CH2:14][NH:15][CH:16]=1.C([O-])(O)=O.[Na+].C1C=CC(OC(Cl)=[S:30])=CC=1. (3) Given the product [O:1]1[CH2:6][CH2:5][N:4]([S:7]([C:10]2[CH:19]=[CH:18][C:13]([C:14]([NH:20][NH2:21])=[O:15])=[CH:12][CH:11]=2)(=[O:9])=[O:8])[CH2:3][CH2:2]1, predict the reactants needed to synthesize it. The reactants are: [O:1]1[CH2:6][CH2:5][N:4]([S:7]([C:10]2[CH:19]=[CH:18][C:13]([C:14](OC)=[O:15])=[CH:12][CH:11]=2)(=[O:9])=[O:8])[CH2:3][CH2:2]1.[NH2:20][NH2:21]. (4) Given the product [OH:4][C:5]1[CH:6]=[CH:7][C:8]([C:11]2[C:15]([NH:16][C:17](=[O:18])[O:19][CH:20]([C:22]3[CH:27]=[CH:26][CH:25]=[CH:24][C:23]=3[Cl:28])[CH3:21])=[CH:14][O:13][N:12]=2)=[CH:9][CH:10]=1, predict the reactants needed to synthesize it. The reactants are: C([O:4][C:5]1[CH:10]=[CH:9][C:8]([C:11]2[C:15]([NH:16][C:17]([O:19][CH:20]([C:22]3[CH:27]=[CH:26][CH:25]=[CH:24][C:23]=3[Cl:28])[CH3:21])=[O:18])=[CH:14][O:13][N:12]=2)=[CH:7][CH:6]=1)(=O)C.[OH-].[Na+]. (5) The reactants are: [S:1]1[C:5]2[CH:6]=[CH:7][CH:8]=[CH:9][C:4]=2[N:3]=[C:2]1[NH:10][C:11]([C:13]1[CH:14]=[CH:15][CH:16]=[C:17]2[C:22]=1[CH2:21][N:20]([C:23]1[S:24][CH:25]=[C:26]([C:28]([O:30][CH2:31][CH3:32])=[O:29])[N:27]=1)[CH2:19][CH2:18]2)=[O:12].C1C(=O)N([Br:40])C(=O)C1. Given the product [S:1]1[C:5]2[CH:6]=[CH:7][CH:8]=[CH:9][C:4]=2[N:3]=[C:2]1[NH:10][C:11]([C:13]1[CH:14]=[CH:15][CH:16]=[C:17]2[C:22]=1[CH2:21][N:20]([C:23]1[S:24][C:25]([Br:40])=[C:26]([C:28]([O:30][CH2:31][CH3:32])=[O:29])[N:27]=1)[CH2:19][CH2:18]2)=[O:12], predict the reactants needed to synthesize it. (6) Given the product [Br:1][C:2]1[CH:3]=[CH:4][C:5]([Cl:9])=[C:6]([NH:7][NH2:10])[CH:8]=1, predict the reactants needed to synthesize it. The reactants are: [Br:1][C:2]1[CH:3]=[CH:4][C:5]([Cl:9])=[C:6]([CH:8]=1)[NH2:7].[N:10]([O-])=O.[Na+].Cl[Sn]Cl.